Dataset: Full USPTO retrosynthesis dataset with 1.9M reactions from patents (1976-2016). Task: Predict the reactants needed to synthesize the given product. (1) Given the product [O:41]=[C:39]1[C:38]2[C:37](=[CH:45][CH:44]=[CH:43][CH:42]=2)[C:36](=[O:46])[N:40]1[CH2:2][C@@H:3]1[CH2:9][C@H:8]2[C@H:6]([CH2:7]2)[CH2:5][N:4]1[C:10]([O:12][C:13]([CH3:16])([CH3:15])[CH3:14])=[O:11], predict the reactants needed to synthesize it. The reactants are: O[CH2:2][C@@H:3]1[CH2:9][C@H:8]2[C@H:6]([CH2:7]2)[CH2:5][N:4]1[C:10]([O:12][C:13]([CH3:16])([CH3:15])[CH3:14])=[O:11].C1(P(C2C=CC=CC=2)C2C=CC=CC=2)C=CC=CC=1.[C:36]1(=[O:46])[NH:40][C:39](=[O:41])[C:38]2=[CH:42][CH:43]=[CH:44][CH:45]=[C:37]12.CC(OC(/N=N/C(OC(C)C)=O)=O)C. (2) Given the product [CH3:1][O:2][C:3]1[N:4]=[C:5]([CH3:13])[C:6]([C:9]([OH:11])=[O:10])=[N:7][CH:8]=1, predict the reactants needed to synthesize it. The reactants are: [CH3:1][O:2][C:3]1[N:4]=[C:5]([CH3:13])[C:6]([C:9]([O:11]C)=[O:10])=[N:7][CH:8]=1.[OH-].[Na+]. (3) Given the product [S:9]1[C:13]2[CH:14]=[CH:15][CH:16]=[CH:17][C:12]=2[N:11]=[C:10]1[NH:18][N:19]=[CH:7][C:2]1[CH:3]=[CH:4][CH:5]=[CH:6][N:1]=1, predict the reactants needed to synthesize it. The reactants are: [N:1]1[CH:6]=[CH:5][CH:4]=[CH:3][C:2]=1[CH:7]=O.[S:9]1[C:13]2[CH:14]=[CH:15][CH:16]=[CH:17][C:12]=2[N:11]=[C:10]1[NH:18][NH2:19]. (4) Given the product [Br:1][C:2]1[N:7]=[C:6]([NH:8][C:9]([NH2:11])=[S:10])[CH:5]=[CH:4][CH:3]=1, predict the reactants needed to synthesize it. The reactants are: [Br:1][C:2]1[N:7]=[C:6]([NH:8][C:9]([NH:11]C(=O)C2C=CC=CC=2)=[S:10])[CH:5]=[CH:4][CH:3]=1.CC(C)=O.[OH-].[Na+]. (5) Given the product [C:1]([C:5]1[CH:18]=[CH:17][C:8]([CH2:9][N:10]([CH2:26][CH:27]([OH:32])[C:28]([F:31])([F:30])[F:29])[C:11](=[O:16])[C:12]([F:15])([F:13])[F:14])=[CH:7][CH:6]=1)([CH3:4])([CH3:2])[CH3:3], predict the reactants needed to synthesize it. The reactants are: [C:1]([C:5]1[CH:18]=[CH:17][C:8]([CH2:9][NH:10][C:11](=[O:16])[C:12]([F:15])([F:14])[F:13])=[CH:7][CH:6]=1)([CH3:4])([CH3:3])[CH3:2].CC([O-])(C)C.[K+].Br[CH2:26][CH:27]([OH:32])[C:28]([F:31])([F:30])[F:29]. (6) The reactants are: C(O)(=O)C.[F:5][C:6]1[CH:7]=[C:8]2[C:14]([C:15](=[NH:17])[NH2:16])=[N:13][N:12]([CH2:18][CH2:19][C:20]([F:26])([F:25])[C:21]([F:24])([F:23])[F:22])[C:9]2=[N:10][CH:11]=1.C([N:29](CC)CC)C.O.NN. Given the product [F:5][C:6]1[CH:7]=[C:8]2[C:14]([C:15](=[NH:16])[NH:17][NH2:29])=[N:13][N:12]([CH2:18][CH2:19][C:20]([F:26])([F:25])[C:21]([F:23])([F:24])[F:22])[C:9]2=[N:10][CH:11]=1, predict the reactants needed to synthesize it.